From a dataset of Reaction yield outcomes from USPTO patents with 853,638 reactions. Predict the reaction yield, written as a fraction of the theoretical maximum amount of product (1.0 means a 100% yield; for example, 0.34 means a 34% yield). (1) The reactants are [OH:1]OS([O-])=O.[K+].[F:7][C:8]1[CH:9]=[C:10]([S:15][C:16]2[CH:17]=[C:18]3[C:24]([NH2:25])=[N:23][NH:22][C:19]3=[N:20][CH:21]=2)[CH:11]=[C:12]([F:14])[CH:13]=1.O1CCCC1.CO.[OH2:33]. No catalyst specified. The product is [F:7][C:8]1[CH:9]=[C:10]([S:15]([C:16]2[CH:17]=[C:18]3[C:24]([NH2:25])=[N:23][NH:22][C:19]3=[N:20][CH:21]=2)(=[O:1])=[O:33])[CH:11]=[C:12]([F:14])[CH:13]=1. The yield is 0.810. (2) The reactants are [C:1]1([CH3:20])[CH:6]=[CH:5][CH:4]=[C:3]([C:7]2[O:8][C:9]3[C:15]([C:16]([O:18][CH3:19])=[O:17])=[CH:14][CH:13]=[CH:12][C:10]=3[N:11]=2)[CH:2]=1.[Br:21]N1C(=O)CCC1=O.C(OO)(=O)C1C=CC=CC=1. The catalyst is C1(C)C=CC=CC=1. The product is [Br:21][CH2:20][C:1]1[CH:2]=[C:3]([C:7]2[O:8][C:9]3[C:15]([C:16]([O:18][CH3:19])=[O:17])=[CH:14][CH:13]=[CH:12][C:10]=3[N:11]=2)[CH:4]=[CH:5][CH:6]=1. The yield is 0.300. (3) The reactants are [N+:1]([C:4]1[CH:5]=[CH:6][C:7]([NH:10][C@@H:11]2[CH2:15][CH2:14][N:13]([C:16]([NH:18][C:19]3[CH:24]=[CH:23][CH:22]=[CH:21][C:20]=3[F:25])=[O:17])[CH2:12]2)=[N:8][CH:9]=1)([O-])=O.[H][H]. The catalyst is C(O)(C)C.CCOC(C)=O.[Pt]=O. The product is [NH2:1][C:4]1[CH:5]=[CH:6][C:7]([NH:10][C@@H:11]2[CH2:15][CH2:14][N:13]([C:16]([NH:18][C:19]3[CH:24]=[CH:23][CH:22]=[CH:21][C:20]=3[F:25])=[O:17])[CH2:12]2)=[N:8][CH:9]=1. The yield is 1.00. (4) The catalyst is CN(C)C=O.C(OCC)(=O)C. The reactants are [CH3:1][C:2]1[C:6]2[CH:7]=[C:8]3[C:13]4([C:21]5[C:16](=[CH:17][CH:18]=[CH:19][CH:20]=5)[NH:15][C:14]4=[O:22])[CH2:12][O:11][C:9]3=[CH:10][C:5]=2[O:4][N:3]=1.[H-].[Na+].Br[CH2:26][C:27]1[O:28][C:29]([C:32]([F:35])([F:34])[F:33])=[CH:30][CH:31]=1. The product is [CH3:1][C:2]1[C:6]2[CH:7]=[C:8]3[C:13]4([C:21]5[C:16](=[CH:17][CH:18]=[CH:19][CH:20]=5)[N:15]([CH2:26][C:27]5[O:28][C:29]([C:32]([F:35])([F:34])[F:33])=[CH:30][CH:31]=5)[C:14]4=[O:22])[CH2:12][O:11][C:9]3=[CH:10][C:5]=2[O:4][N:3]=1. The yield is 0.800. (5) The reactants are [N:1]1([C:7]2[N:12]=[C:11]([N:13]3[CH:18]4[CH2:19][CH2:20][CH:14]3[CH2:15][O:16][CH2:17]4)[N:10]=[C:9]([C:21]3[CH:27]=[CH:26][C:24]([NH2:25])=[CH:23][CH:22]=3)[N:8]=2)[CH2:6][CH2:5][O:4][CH2:3][CH2:2]1.ClC(Cl)(O[C:32](=[O:38])OC(Cl)(Cl)Cl)Cl.[CH3:40][N:41]1[CH2:46][CH2:45][N:44]([C:47]2[CH:53]=[CH:52][C:50]([NH2:51])=[CH:49][CH:48]=2)[CH2:43][CH2:42]1. No catalyst specified. The product is [CH3:40][N:41]1[CH2:42][CH2:43][N:44]([C:47]2[CH:53]=[CH:52][C:50]([NH:51][C:32]([NH:25][C:24]3[CH:26]=[CH:27][C:21]([C:9]4[N:8]=[C:7]([N:1]5[CH2:2][CH2:3][O:4][CH2:5][CH2:6]5)[N:12]=[C:11]([N:13]5[CH:14]6[CH2:20][CH2:19][CH:18]5[CH2:17][O:16][CH2:15]6)[N:10]=4)=[CH:22][CH:23]=3)=[O:38])=[CH:49][CH:48]=2)[CH2:45][CH2:46]1. The yield is 0.0700. (6) The reactants are [Br:1][C:2]1[CH:7]=[CH:6][C:5](I)=[CH:4][C:3]=1[CH3:9].[OH:10][C@H:11]1[CH2:15][NH:14][C:13](=[O:16])[CH2:12]1.C1(P(C2C=CC=CC=2)C2C3OC4C(=CC=CC=4P(C4C=CC=CC=4)C4C=CC=CC=4)C(C)(C)C=3C=CC=2)C=CC=CC=1.C(=O)([O-])[O-].[Cs+].[Cs+]. The catalyst is O1CCOCC1.C1C=CC(/C=C/C(/C=C/C2C=CC=CC=2)=O)=CC=1.C1C=CC(/C=C/C(/C=C/C2C=CC=CC=2)=O)=CC=1.C1C=CC(/C=C/C(/C=C/C2C=CC=CC=2)=O)=CC=1.C(Cl)(Cl)Cl.[Pd].[Pd].O. The product is [Br:1][C:2]1[CH:7]=[CH:6][C:5]([N:14]2[CH2:15][C@H:11]([OH:10])[CH2:12][C:13]2=[O:16])=[CH:4][C:3]=1[CH3:9]. The yield is 0.380. (7) The reactants are [NH2:1][C:2]1[CH:3]=[C:4]([C:8]2[N:16]3[C:11]([C:12]([NH2:17])=[N:13][CH:14]=[N:15]3)=[C:10]([C:18]3[CH:19]=[CH:20][C:21]4[C:25]([CH:26]=3)=[N:24][N:23]([CH2:27][C:28]3[CH:33]=[CH:32][CH:31]=[CH:30][CH:29]=3)[CH:22]=4)[CH:9]=2)[CH:5]=[CH:6][CH:7]=1.[C:34](Cl)(=[O:36])[CH3:35]. No catalyst specified. The product is [NH2:17][C:12]1[C:11]2=[C:10]([C:18]3[CH:19]=[CH:20][C:21]4[C:25]([CH:26]=3)=[N:24][N:23]([CH2:27][C:28]3[CH:33]=[CH:32][CH:31]=[CH:30][CH:29]=3)[CH:22]=4)[CH:9]=[C:8]([C:4]3[CH:3]=[C:2]([NH:1][C:34](=[O:36])[CH3:35])[CH:7]=[CH:6][CH:5]=3)[N:16]2[N:15]=[CH:14][N:13]=1. The yield is 0.280. (8) The reactants are [CH3:1][O:2][CH:3]1[CH2:8][CH2:7][CH:6]([C:9]([C:11]2[S:15][C:14]([NH2:16])=[N:13][C:12]=2[C:17]2[O:18][CH:19]=[CH:20][CH:21]=2)=[O:10])[CH2:5][CH2:4]1.[C:22](O)(=[O:29])[C:23]1[CH:28]=[CH:27][N:26]=[CH:25][CH:24]=1.CCN=C=NCCCN(C)C.Cl.O.ON1C2C=CC=CC=2N=N1. The catalyst is C1COCC1.O. The product is [O:18]1[CH:19]=[CH:20][CH:21]=[C:17]1[C:12]1[N:13]=[C:14]([NH:16][C:22]([C:23]2[CH:28]=[CH:27][N:26]=[CH:25][CH:24]=2)=[O:29])[S:15][C:11]=1[C:9]([CH:6]1[CH2:5][CH2:4][CH:3]([O:2][CH3:1])[CH2:8][CH2:7]1)=[O:10]. The yield is 0.850. (9) The reactants are Cl[C:2]1[C:7]([N+:8]([O-:10])=[O:9])=[CH:6][CH:5]=[C:4]([Cl:11])[N:3]=1.CCN(C(C)C)C(C)C.[CH:21]1([C:24]2[NH:28][N:27]=[C:26]([NH2:29])[CH:25]=2)[CH2:23][CH2:22]1. The catalyst is CCO. The product is [Cl:11][C:4]1[N:3]=[C:2]([NH:29][C:26]2[CH:25]=[C:24]([CH:21]3[CH2:23][CH2:22]3)[NH:28][N:27]=2)[C:7]([N+:8]([O-:10])=[O:9])=[CH:6][CH:5]=1. The yield is 0.980. (10) The reactants are [Br:1][C@@H:2]1[C@@H:8]2[CH2:9][C@@H:5]([C:6](=[O:10])[O:7]2)[CH2:4][CH2:3]1.[CH3:11][NH:12][CH3:13].C(O)(=O)CC(CC(O)=O)(C(O)=O)O. The catalyst is C(OCC)(=O)C. The product is [OH:7][C@@H:8]1[C@@H:2]([Br:1])[CH2:3][CH2:4][C@H:5]([C:6]([N:12]([CH3:13])[CH3:11])=[O:10])[CH2:9]1. The yield is 0.900.